This data is from Forward reaction prediction with 1.9M reactions from USPTO patents (1976-2016). The task is: Predict the product of the given reaction. (1) Given the reactants ClC(N(C)C)=C(C)C.[CH3:9][C@H:10]([O:14][C:15]1[CH:16]=[C:17]([CH:21]=[C:22]([O:24][C:25]2[CH:36]=[CH:35][C:28]3[C:29](=[O:34])[N:30]([CH3:33])[CH2:31][O:32][C:27]=3[CH:26]=2)[CH:23]=1)[C:18]([OH:20])=O)[CH2:11][O:12][CH3:13].[NH2:37][C:38]1[CH:42]=[CH:41][N:40]([C:43]([O:45][C:46]([CH3:49])([CH3:48])[CH3:47])=[O:44])[N:39]=1.N1C=CC=CC=1, predict the reaction product. The product is: [CH3:9][C@H:10]([O:14][C:15]1[CH:16]=[C:17]([C:18]([NH:37][C:38]2[CH:42]=[CH:41][N:40]([C:43]([O:45][C:46]([CH3:49])([CH3:48])[CH3:47])=[O:44])[N:39]=2)=[O:20])[CH:21]=[C:22]([O:24][C:25]2[CH:36]=[CH:35][C:28]3[C:29](=[O:34])[N:30]([CH3:33])[CH2:31][O:32][C:27]=3[CH:26]=2)[CH:23]=1)[CH2:11][O:12][CH3:13]. (2) Given the reactants [CH2:1]([N:3]1[C:12]2[C:7](=[N:8][CH:9]=[C:10]([CH2:13][C:14]3[CH:19]=[CH:18][C:17]([F:20])=[CH:16][CH:15]=3)[CH:11]=2)[C:6]([OH:21])=[C:5]([C:22](OCC)=[O:23])[C:4]1=[O:27])[CH3:2].[NH2:28][CH2:29][CH2:30][N:31]1[CH2:35][CH2:34][NH:33][C:32]1=[O:36], predict the reaction product. The product is: [CH2:1]([N:3]1[C:12]2[C:7](=[N:8][CH:9]=[C:10]([CH2:13][C:14]3[CH:15]=[CH:16][C:17]([F:20])=[CH:18][CH:19]=3)[CH:11]=2)[C:6]([OH:21])=[C:5]([C:22]([NH:28][CH2:29][CH2:30][N:31]2[CH2:35][CH2:34][NH:33][C:32]2=[O:36])=[O:23])[C:4]1=[O:27])[CH3:2]. (3) Given the reactants [OH:1][C:2]1[CH:7]=[CH:6][CH:5]=[CH:4][C:3]=1[CH2:8][C:9]([O:11][CH3:12])=[O:10].C(NC(C)C)(C)C.C1C(=O)N([Br:27])C(=O)C1, predict the reaction product. The product is: [Br:27][C:7]1[C:2]([OH:1])=[C:3]([CH2:8][C:9]([O:11][CH3:12])=[O:10])[CH:4]=[CH:5][CH:6]=1. (4) Given the reactants C(N(CC)CC)C.[C:8](Cl)(=[O:20])[CH2:9][CH2:10][CH2:11][CH2:12][CH2:13][CH2:14][CH2:15][CH2:16][CH2:17][CH2:18][CH3:19].[CH2:22]([O:29][C:30]1[C:31]([CH3:39])=[C:32]([CH3:38])[C:33]([NH2:37])=[N:34][C:35]=1[CH3:36])[C:23]1[CH:28]=[CH:27][CH:26]=[CH:25][CH:24]=1, predict the reaction product. The product is: [CH2:22]([O:29][C:30]1[C:31]([CH3:39])=[C:32]([CH3:38])[C:33]([NH:37][C:8](=[O:20])[CH2:9][CH2:10][CH2:11][CH2:12][CH2:13][CH2:14][CH2:15][CH2:16][CH2:17][CH2:18][CH3:19])=[N:34][C:35]=1[CH3:36])[C:23]1[CH:24]=[CH:25][CH:26]=[CH:27][CH:28]=1. (5) Given the reactants [F:1][CH2:2][C:3]1[C:7]2[CH2:8][N:9](C(OC(C)(C)C)=O)[CH2:10][CH2:11][C:6]=2[NH:5][N:4]=1.Cl.O1CCOCC1, predict the reaction product. The product is: [F:1][CH2:2][C:3]1[C:7]2[CH2:8][NH:9][CH2:10][CH2:11][C:6]=2[NH:5][N:4]=1.